Dataset: Full USPTO retrosynthesis dataset with 1.9M reactions from patents (1976-2016). Task: Predict the reactants needed to synthesize the given product. (1) Given the product [Cl:18][C:19]1[CH:24]=[C:23]([CH3:25])[CH:22]=[C:21]([OH:26])[C:20]=1[C:27]([C:29]1[CH:34]=[CH:33][C:32]([O:35][CH:36]2[CH2:4][CH2:3]2)=[CH:31][CH:30]=1)=[O:28], predict the reactants needed to synthesize it. The reactants are: IN1C(=O)C[CH2:4][C:3]1=O.C(N(CC)CC)C.[OH-].[Na+].[Cl:18][C:19]1[CH:24]=[C:23]([CH3:25])[CH:22]=[C:21]([OH:26])[C:20]=1[C:27]([C:29]1[CH:34]=[CH:33][C:32]([O:35][CH3:36])=[CH:31][CH:30]=1)=[O:28]. (2) Given the product [C:20]([O:19][C:17](=[O:24])[NH:18][C:2]1[CH:3]=[CH:4][C:5]2[N:6]([N:8]=[C:9]([N:11]3[CH2:16][CH2:15][O:14][CH2:13][CH2:12]3)[N:10]=2)[CH:7]=1)([CH3:23])([CH3:22])[CH3:21], predict the reactants needed to synthesize it. The reactants are: Br[C:2]1[CH:3]=[CH:4][C:5]2[N:6]([N:8]=[C:9]([N:11]3[CH2:16][CH2:15][O:14][CH2:13][CH2:12]3)[N:10]=2)[CH:7]=1.[C:17](=[O:24])([O:19][C:20]([CH3:23])([CH3:22])[CH3:21])[NH2:18].C(=O)([O-])[O-].[Cs+].[Cs+].C1(P(C2C=CC=CC=2)C2C3OC4C(=CC=CC=4P(C4C=CC=CC=4)C4C=CC=CC=4)C(C)(C)C=3C=CC=2)C=CC=CC=1.